Dataset: Full USPTO retrosynthesis dataset with 1.9M reactions from patents (1976-2016). Task: Predict the reactants needed to synthesize the given product. (1) Given the product [CH3:14][O:13][CH:12]([O:15][CH3:16])[CH2:11][S:9][C:6]1[CH:7]=[CH:8][C:3]([O:2][CH3:1])=[CH:4][CH:5]=1, predict the reactants needed to synthesize it. The reactants are: [CH3:1][O:2][C:3]1[CH:8]=[CH:7][C:6]([SH:9])=[CH:5][CH:4]=1.Br[CH2:11][CH:12]([O:15][CH3:16])[O:13][CH3:14].CO.C[O-].[Na+]. (2) Given the product [Cl:1][C:2]1[CH:3]=[C:4]([C:8]2[C:13]([C:14]([NH:16][CH2:17][CH2:18][CH2:19][C:20]3[CH:25]=[CH:24][CH:23]=[CH:22][CH:21]=3)=[O:15])=[C:12]([CH3:26])[N:11]=[C:10]([O:53][CH2:52][CH2:51][N:45]3[CH2:50][CH2:49][CH2:48][CH2:47][CH2:46]3)[N:9]=2)[CH:5]=[CH:6][CH:7]=1, predict the reactants needed to synthesize it. The reactants are: [Cl:1][C:2]1[CH:3]=[C:4]([C:8]2[C:13]([C:14]([NH:16][CH2:17][CH2:18][CH2:19][C:20]3[CH:25]=[CH:24][CH:23]=[CH:22][CH:21]=3)=[O:15])=[C:12]([CH3:26])[N:11]=[C:10](SC)[N:9]=2)[CH:5]=[CH:6][CH:7]=1.ClC1C=CC=C(C(OO)=O)C=1.S(=O)(O)[O-].[Na+].[N:45]1([CH2:51][CH2:52][OH:53])[CH2:50][CH2:49][CH2:48][CH2:47][CH2:46]1.[H-].[Na+]. (3) Given the product [F:1][CH2:2][CH2:3][O:4][C:5]1[CH:10]=[C:9]([CH:8]=[CH:7][C:6]=1[C:14]1[CH:15]=[N:16][CH:17]=[CH:18][C:19]=1[CH3:20])[NH2:11], predict the reactants needed to synthesize it. The reactants are: [F:1][CH2:2][CH2:3][O:4][C:5]1[CH:10]=[C:9]([N+:11]([O-])=O)[CH:8]=[CH:7][C:6]=1[C:14]1[CH:15]=[N:16][CH:17]=[CH:18][C:19]=1[CH3:20].[Cl-].[NH4+].CCO. (4) Given the product [Cl:23][C:2]([Cl:1])=[CH:3][CH2:4][O:5][C:6]1[CH:7]=[C:8]([Cl:22])[C:9]([O:10][CH2:11][C:12]([OH:14])=[O:13])=[C:19]([Cl:21])[CH:20]=1, predict the reactants needed to synthesize it. The reactants are: [Cl:1][C:2]([Cl:23])=[CH:3][CH2:4][O:5][C:6]1[CH:20]=[C:19]([Cl:21])[C:9]([O:10][CH2:11][C:12]([O:14]C(C)(C)C)=[O:13])=[C:8]([Cl:22])[CH:7]=1.FC(F)(F)C(O)=O. (5) Given the product [CH:11]([N:9]1[CH2:10][C:5]2[C:4]([NH:15][CH2:16][C:17]3[N:18]=[CH:19][C:20]4[C:25]([CH:26]=3)=[CH:24][CH:23]=[CH:22][CH:21]=4)=[N:3][C:2]([N:32]3[CH2:31][CH2:30][N:29]([C:34]([O:36][C:37]([CH3:40])([CH3:39])[CH3:38])=[O:35])[C@@H:28]([CH3:27])[CH2:33]3)=[N:7][C:6]=2[C:8]1=[O:14])([CH3:13])[CH3:12], predict the reactants needed to synthesize it. The reactants are: Cl[C:2]1[N:3]=[C:4]([NH:15][CH2:16][C:17]2[N:18]=[CH:19][C:20]3[C:25]([CH:26]=2)=[CH:24][CH:23]=[CH:22][CH:21]=3)[C:5]2[CH2:10][N:9]([CH:11]([CH3:13])[CH3:12])[C:8](=[O:14])[C:6]=2[N:7]=1.[CH3:27][C@H:28]1[CH2:33][NH:32][CH2:31][CH2:30][N:29]1[C:34]([O:36][C:37]([CH3:40])([CH3:39])[CH3:38])=[O:35].CCN(C(C)C)C(C)C. (6) Given the product [O:13]=[C:9]1[C:8](=[CH:26][C:28]2[CH:37]=[CH:36][C:31]([C:32]([O:34][CH3:35])=[O:33])=[CH:30][CH:29]=2)[CH2:12][CH2:11][O:10]1, predict the reactants needed to synthesize it. The reactants are: C1(P(C2C=CC=CC=2)(C2C=CC=CC=2)=[C:8]2[CH2:12][CH2:11][O:10][C:9]2=[O:13])C=CC=CC=1.[CH:26]([C:28]1[CH:37]=[CH:36][C:31]([C:32]([O:34][CH3:35])=[O:33])=[CH:30][CH:29]=1)=O.C(Cl)(Cl)Cl. (7) Given the product [CH:2]1([CH2:5][O:6][C:7]2[CH:12]=[CH:11][C:10]([F:13])=[CH:9][C:8]=2[C:14]2[C:15]3[NH:22][C:21]([CH3:23])=[C:20]([C:24]([NH:26][C@@H:27]4[CH2:31][CH2:30][N:29]([C:32](=[O:35])[CH2:33][CH3:34])[CH2:28]4)=[O:25])[C:16]=3[N:17]=[CH:18][N:19]=2)[CH2:4][CH2:3]1, predict the reactants needed to synthesize it. The reactants are: Cl.[CH:2]1([CH2:5][O:6][C:7]2[CH:12]=[CH:11][C:10]([F:13])=[CH:9][C:8]=2[C:14]2[C:15]3[NH:22][C:21]([CH3:23])=[C:20]([C:24]([NH:26][C@@H:27]4[CH2:31][CH2:30][NH:29][CH2:28]4)=[O:25])[C:16]=3[N:17]=[CH:18][N:19]=2)[CH2:4][CH2:3]1.[C:32](Cl)(=[O:35])[CH2:33][CH3:34]. (8) Given the product [CH:19]1([CH2:18][O:1][CH2:2][C:3]2[CH:4]=[CH:5][C:6]([NH:10][C:11](=[O:16])[C:12]([CH3:13])([CH3:15])[CH3:14])=[N:7][C:8]=2[CH3:9])[CH2:21][CH2:20]1, predict the reactants needed to synthesize it. The reactants are: [OH:1][CH2:2][C:3]1[CH:4]=[CH:5][C:6]([NH:10][C:11](=[O:16])[C:12]([CH3:15])([CH3:14])[CH3:13])=[N:7][C:8]=1[CH3:9].Br[CH2:18][CH:19]1[CH2:21][CH2:20]1.